Task: Predict the reaction yield, written as a fraction of the theoretical maximum amount of product (1.0 means a 100% yield; for example, 0.34 means a 34% yield).. Dataset: Reaction yield outcomes from USPTO patents with 853,638 reactions The reactants are [CH3:1][N:2]1[CH2:7][CH2:6][C:5]([CH2:16][OH:17])([C:8]2[CH:13]=[CH:12][C:11]([Cl:14])=[C:10]([Cl:15])[CH:9]=2)[CH2:4][CH2:3]1.[H-].[Na+].[C:20]([C:22]1[C:23]([O:36][CH3:37])=[C:24]([CH2:34]I)[C:25]2[C:30]([C:31]=1[O:32][CH3:33])=[CH:29][CH:28]=[CH:27][CH:26]=2)#[N:21]. The catalyst is CN(C=O)C. The product is [CH3:1][N:2]1[CH2:3][CH2:4][C:5]([C:8]2[CH:13]=[CH:12][C:11]([Cl:14])=[C:10]([Cl:15])[CH:9]=2)([CH2:16][O:17][CH2:34][C:24]2[C:25]3[C:30](=[CH:29][CH:28]=[CH:27][CH:26]=3)[C:31]([O:32][CH3:33])=[C:22]([C:20]#[N:21])[C:23]=2[O:36][CH3:37])[CH2:6][CH2:7]1. The yield is 0.640.